From a dataset of Full USPTO retrosynthesis dataset with 1.9M reactions from patents (1976-2016). Predict the reactants needed to synthesize the given product. (1) The reactants are: [Br:1][C:2]1[CH:7]=[CH:6][C:5]([N:8]2[C:19]3[C:11](=[CH:12][C:13]4[O:17][CH:16]=[N:15][C:14]=4[C:18]=3[F:20])[NH:10][C:9]2=[O:21])=[C:4]([Cl:22])[CH:3]=1.C(N(CC)CC)C.[CH2:30]([C:33]1([S:36](Cl)(=[O:38])=[O:37])[CH2:35][CH2:34]1)[CH:31]=[CH2:32].C([O-])(O)=O.[Na+]. Given the product [CH2:30]([C:33]1([S:36]([N:10]2[C:11]3=[CH:12][C:13]4[O:17][CH:16]=[N:15][C:14]=4[C:18]([F:20])=[C:19]3[N:8]([C:5]3[CH:6]=[CH:7][C:2]([Br:1])=[CH:3][C:4]=3[Cl:22])[C:9]2=[O:21])(=[O:38])=[O:37])[CH2:35][CH2:34]1)[CH:31]=[CH2:32], predict the reactants needed to synthesize it. (2) Given the product [CH3:12][O:13][C:14]1[CH:44]=[CH:43][C:17]([O:18][C:19]2[CH:20]=[CH:21][C:22]([CH2:23][NH:24][C:25]([C:27]3([NH:30][C:31]([C:33]4[CH:34]=[N:35][C:36]([S:39]([CH3:40])=[O:9])=[N:37][CH:38]=4)=[O:32])[CH2:28][CH2:29]3)=[O:26])=[CH:41][CH:42]=2)=[C:16]([C:45]([F:47])([F:48])[F:46])[CH:15]=1, predict the reactants needed to synthesize it. The reactants are: ClC1C=CC=C(C(OO)=[O:9])C=1.[CH3:12][O:13][C:14]1[CH:44]=[CH:43][C:17]([O:18][C:19]2[CH:42]=[CH:41][C:22]([CH2:23][NH:24][C:25]([C:27]3([NH:30][C:31]([C:33]4[CH:34]=[N:35][C:36]([S:39][CH3:40])=[N:37][CH:38]=4)=[O:32])[CH2:29][CH2:28]3)=[O:26])=[CH:21][CH:20]=2)=[C:16]([C:45]([F:48])([F:47])[F:46])[CH:15]=1. (3) Given the product [CH:31]1([C@H:23]([NH:22][C:20]([C:19]2[CH:18]=[CH:17][C:16]([C:37]3[CH:42]=[CH:41][CH:40]=[CH:39][CH:38]=3)=[CH:15][C:14]=2[NH:13][C:11]([NH:10][C:3]2[C:2]([CH3:1])=[CH:7][C:6]([CH3:8])=[CH:5][C:4]=2[CH3:9])=[O:12])=[O:21])[C:24]([O:26][C:27]([CH3:29])([CH3:28])[CH3:30])=[O:25])[CH2:36][CH2:35][CH2:34][CH2:33][CH2:32]1, predict the reactants needed to synthesize it. The reactants are: [CH3:1][C:2]1[CH:7]=[C:6]([CH3:8])[CH:5]=[C:4]([CH3:9])[C:3]=1[N:10]=[C:11]=[O:12].[NH2:13][C:14]1[CH:15]=[C:16]([C:37]2[CH:42]=[CH:41][CH:40]=[CH:39][CH:38]=2)[CH:17]=[CH:18][C:19]=1[C:20]([NH:22][C@@H:23]([CH:31]1[CH2:36][CH2:35][CH2:34][CH2:33][CH2:32]1)[C:24]([O:26][C:27]([CH3:30])([CH3:29])[CH3:28])=[O:25])=[O:21].CCCCCC.C(OCC)(=O)C. (4) Given the product [C:7]([C:9]1[C:14](=[O:15])[C:13]([O:16][CH3:17])=[CH:12][N:11]([C:18]2[CH:23]=[CH:22][CH:21]=[C:20]([C:24]([F:27])([F:26])[F:25])[CH:19]=2)[N:10]=1)(=[O:8])[CH3:1], predict the reactants needed to synthesize it. The reactants are: [CH3:1][Mg+].[Br-].CON(C)[C:7]([C:9]1[C:14](=[O:15])[C:13]([O:16][CH3:17])=[CH:12][N:11]([C:18]2[CH:23]=[CH:22][CH:21]=[C:20]([C:24]([F:27])([F:26])[F:25])[CH:19]=2)[N:10]=1)=[O:8]. (5) Given the product [F:1][C:2]1[CH:7]=[CH:6][C:5]([C:8]([F:10])([F:9])[F:11])=[CH:4][C:3]=1[C:12]1[CH:16]=[C:15]([C:17]2[CH:26]=[CH:25][C:24]3[C:19](=[CH:20][CH:21]=[C:22]([O:27][CH3:28])[CH:23]=3)[CH:18]=2)[N:14]([C@H:29]([C:31]2[CH:32]=[CH:33][C:34]([C:35]([NH:49][CH2:48][CH2:47][C:46]([O:45][C:41]([CH3:44])([CH3:43])[CH3:42])=[O:50])=[O:37])=[CH:38][CH:39]=2)[CH3:30])[N:13]=1, predict the reactants needed to synthesize it. The reactants are: [F:1][C:2]1[CH:7]=[CH:6][C:5]([C:8]([F:11])([F:10])[F:9])=[CH:4][C:3]=1[C:12]1[CH:16]=[C:15]([C:17]2[CH:26]=[CH:25][C:24]3[C:19](=[CH:20][CH:21]=[C:22]([O:27][CH3:28])[CH:23]=3)[CH:18]=2)[N:14]([C@H:29]([C:31]2[CH:39]=[CH:38][C:34]([C:35]([OH:37])=O)=[CH:33][CH:32]=2)[CH3:30])[N:13]=1.Cl.[C:41]([O:45][C:46](=[O:50])[CH2:47][CH2:48][NH2:49])([CH3:44])([CH3:43])[CH3:42].CCN(C(C)C)C(C)C.C1CN([P+](ON2N=NC3C=CC=CC2=3)(N2CCCC2)N2CCCC2)CC1.F[P-](F)(F)(F)(F)F. (6) Given the product [S:3]1[C:4]2[C:13]3[C:12](=[O:14])[NH:11][CH2:10][CH2:9][C:8]=3[CH:7]=[CH:6][C:5]=2[N:15]=[CH:2]1, predict the reactants needed to synthesize it. The reactants are: N[C:2]1[S:3][C:4]2[C:13]3[C:12](=[O:14])[NH:11][CH2:10][CH2:9][C:8]=3[CH:7]=[CH:6][C:5]=2[N:15]=1.N([O-])=O.[Na+].[PH2](O)=O.[OH-].[K+]. (7) Given the product [NH2:1][C:2]1[CH:3]=[CH:4][CH:5]=[C:6]2[C:10]=1[C:9](=[O:11])[N:8]([C@@H:12]([C:18]1[CH:23]=[CH:22][C:21]([OH:24])=[C:20]([O:26][CH2:27][CH3:28])[CH:19]=1)[CH2:13][S:14]([CH3:17])(=[O:16])=[O:15])[CH2:7]2, predict the reactants needed to synthesize it. The reactants are: [NH2:1][C:2]1[CH:3]=[CH:4][CH:5]=[C:6]2[C:10]=1[C:9](=[O:11])[N:8]([C@@H:12]([C:18]1[CH:23]=[CH:22][C:21]([O:24]C)=[C:20]([O:26][CH2:27][CH3:28])[CH:19]=1)[CH2:13][S:14]([CH3:17])(=[O:16])=[O:15])[CH2:7]2.[Si](I)(C)(C)C.[S-2].[Na+].[Na+].